Task: Regression. Given two drug SMILES strings and cell line genomic features, predict the synergy score measuring deviation from expected non-interaction effect.. Dataset: NCI-60 drug combinations with 297,098 pairs across 59 cell lines (1) Drug 1: COC1=C(C=C2C(=C1)N=CN=C2NC3=CC(=C(C=C3)F)Cl)OCCCN4CCOCC4. Drug 2: CC(C)(C#N)C1=CC(=CC(=C1)CN2C=NC=N2)C(C)(C)C#N. Cell line: UO-31. Synergy scores: CSS=25.5, Synergy_ZIP=-5.76, Synergy_Bliss=-3.73, Synergy_Loewe=-2.52, Synergy_HSA=-1.61. (2) Drug 1: CCC1=C2CN3C(=CC4=C(C3=O)COC(=O)C4(CC)O)C2=NC5=C1C=C(C=C5)O. Drug 2: C1CN1C2=NC(=NC(=N2)N3CC3)N4CC4. Cell line: SK-MEL-5. Synergy scores: CSS=52.5, Synergy_ZIP=-5.52, Synergy_Bliss=-3.28, Synergy_Loewe=-1.67, Synergy_HSA=1.55.